From a dataset of Forward reaction prediction with 1.9M reactions from USPTO patents (1976-2016). Predict the product of the given reaction. (1) Given the reactants [NH:1]1[C:9]2[C:4](=[CH:5][CH:6]=[CH:7][CH:8]=2)[CH:3]=[CH:2]1.Cl.Cl[CH2:12][CH2:13][N:14]1[CH2:18][CH2:17][CH2:16][CH2:15]1, predict the reaction product. The product is: [N:14]1([CH2:13][CH2:12][N:1]2[C:9]3[C:4](=[CH:5][CH:6]=[CH:7][CH:8]=3)[CH:3]=[CH:2]2)[CH2:18][CH2:17][CH2:16][CH2:15]1. (2) The product is: [OH:25][CH2:24][CH2:23][CH2:22][CH2:21][CH2:20][CH2:19][CH2:18][CH2:17][CH2:16][CH2:15][CH2:14][O:1][C:2]1[CH:7]=[CH:6][C:5]([CH2:8][C:9]#[N:10])=[CH:4][C:3]=1[O:11][CH3:12]. Given the reactants [OH:1][C:2]1[CH:7]=[CH:6][C:5]([CH2:8][C:9]#[N:10])=[CH:4][C:3]=1[O:11][CH3:12].Br[CH2:14][CH2:15][CH2:16][CH2:17][CH2:18][CH2:19][CH2:20][CH2:21][CH2:22][CH2:23][CH2:24][OH:25].C(=O)([O-])[O-].[K+].[K+].[I-].[K+], predict the reaction product. (3) Given the reactants [Br:1][C:2]1[N:7]=[C:6]([C:8]([OH:10])=O)[CH:5]=[CH:4][CH:3]=1.C1N=CN(C(N2C=NC=C2)=O)C=1.[CH3:23][NH:24][O:25][CH3:26], predict the reaction product. The product is: [Br:1][C:2]1[N:7]=[C:6]([C:8]([N:24]([O:25][CH3:26])[CH3:23])=[O:10])[CH:5]=[CH:4][CH:3]=1. (4) Given the reactants [I:1][C:2]1[CH:3]=[C:4]2[C:9](=[CH:10][CH:11]=1)[C:8](=[O:12])[NH:7][C:6](=[O:13])/[C:5]/2=[CH:14]\[NH:15][C:16]1[CH:21]=[CH:20][C:19]([N:22]2[CH2:27][CH2:26][NH:25][CH2:24][CH2:23]2)=[CH:18][CH:17]=1.C(O[BH-](OC(=O)C)OC(=O)C)(=O)C.[Na+].[CH3:42][O:43][CH2:44][C:45](=O)[CH3:46].C(O)(=O)C.C(=O)(O)[O-].[Na+], predict the reaction product. The product is: [I:1][C:2]1[CH:3]=[C:4]2[C:9](=[CH:10][CH:11]=1)[C:8](=[O:12])[NH:7][C:6](=[O:13])/[C:5]/2=[CH:14]\[NH:15][C:16]1[CH:17]=[CH:18][C:19]([N:22]2[CH2:23][CH2:24][N:25]([CH:45]([CH3:46])[CH2:44][O:43][CH3:42])[CH2:26][CH2:27]2)=[CH:20][CH:21]=1. (5) Given the reactants [NH2:1][C:2]1[CH:7]=[CH:6][C:5]([F:8])=[CH:4][C:3]=1[NH:9][C:10]1[C:18]2[O:17][CH2:16][C@@H:15]([N:19]([C:34](=[O:39])[C:35]([F:38])([F:37])[F:36])[C:20]3[CH:33]=[CH:32][C:23]4[C@H:24]([CH2:27][C:28]([O:30][CH3:31])=[O:29])[CH2:25][O:26][C:22]=4[CH:21]=3)[C:14]=2[CH:13]=[CH:12][CH:11]=1.[CH3:40][C:41]1[O:45][C:44]([C:46](O)=O)=[CH:43][CH:42]=1.Cl.CN(C)CCCN=C=NCC.O.ON1C2C=CC=CC=2N=N1.C(=O)([O-])O.[Na+], predict the reaction product. The product is: [F:8][C:5]1[CH:6]=[CH:7][C:2]2[N:1]=[C:46]([C:44]3[O:45][C:41]([CH3:40])=[CH:42][CH:43]=3)[N:9]([C:10]3[C:18]4[O:17][CH2:16][C@@H:15]([N:19]([C:34](=[O:39])[C:35]([F:37])([F:38])[F:36])[C:20]5[CH:33]=[CH:32][C:23]6[C@H:24]([CH2:27][C:28]([O:30][CH3:31])=[O:29])[CH2:25][O:26][C:22]=6[CH:21]=5)[C:14]=4[CH:13]=[CH:12][CH:11]=3)[C:3]=2[CH:4]=1. (6) Given the reactants [F:1][C:2]1[CH:25]=[CH:24][CH:23]=[C:22]([F:26])[C:3]=1[O:4][C:5]1[CH2:9][N:8]([CH:10]([CH2:14][CH:15]2[CH2:20][CH2:19][O:18][CH2:17][CH2:16]2)[C:11](O)=[O:12])[C:7](=[O:21])[CH:6]=1.F[P-](F)(F)(F)(F)F.Br[P+](N1CCCC1)(N1CCCC1)N1CCCC1.C(N(CC)C(C)C)(C)C.[CH3:60][O:61][C:62](=[O:70])[C:63]1[CH:68]=[CH:67][C:66]([NH2:69])=[N:65][CH:64]=1, predict the reaction product. The product is: [CH3:60][O:61][C:62](=[O:70])[C:63]1[CH:68]=[CH:67][C:66]([NH:69][C:11](=[O:12])[CH:10]([N:8]2[CH2:9][C:5]([O:4][C:3]3[C:22]([F:26])=[CH:23][CH:24]=[CH:25][C:2]=3[F:1])=[CH:6][C:7]2=[O:21])[CH2:14][CH:15]2[CH2:20][CH2:19][O:18][CH2:17][CH2:16]2)=[N:65][CH:64]=1. (7) Given the reactants [CH:1]1([CH2:4][CH:5]([OH:9])[CH2:6][CH:7]=[CH2:8])[CH2:3][CH2:2]1.[H-].[Na+].Br[CH2:13][CH:14]([O:18][CH2:19][CH3:20])[O:15][CH2:16][CH3:17], predict the reaction product. The product is: [CH2:16]([O:15][CH:14]([O:18][CH2:19][CH3:20])[CH2:13][O:9][CH:5]([CH2:6][CH:7]=[CH2:8])[CH2:4][CH:1]1[CH2:3][CH2:2]1)[CH3:17]. (8) Given the reactants C(C1NC=CN=1)(C1[NH:4]C=CN=1)=O.[Si:13]([O:20][CH2:21][CH2:22][CH:23]1[C:28]2[S:29][C:30]([C:32]([OH:34])=O)=[CH:31][C:27]=2[CH2:26][CH2:25][O:24]1)([C:16]([CH3:19])([CH3:18])[CH3:17])([CH3:15])[CH3:14].N.O1CCOCC1, predict the reaction product. The product is: [Si:13]([O:20][CH2:21][CH2:22][CH:23]1[C:28]2[S:29][C:30]([C:32]([NH2:4])=[O:34])=[CH:31][C:27]=2[CH2:26][CH2:25][O:24]1)([C:16]([CH3:19])([CH3:18])[CH3:17])([CH3:15])[CH3:14].